This data is from Full USPTO retrosynthesis dataset with 1.9M reactions from patents (1976-2016). The task is: Predict the reactants needed to synthesize the given product. (1) Given the product [F:26][CH:2]([F:1])[O:3][C:4]1[CH:5]=[CH:6][C:7]([N:17]2[CH:21]=[C:20]([C:22]([F:25])([F:24])[F:23])[N:19]=[N:18]2)=[C:8]([C:10]2[N:15]=[CH:14][N:13]([C@@H:28]3[C:44]4[CH:45]=[C:40]([CH:41]=[CH:42][N:43]=4)[C:39]4[N:38]([CH:46]([F:47])[F:48])[N:37]=[CH:36][C:35]=4[NH:34][C:33](=[O:49])[C@H:32]([CH3:50])[CH2:31][CH2:30][CH2:29]3)[C:12](=[O:16])[CH:11]=2)[CH:9]=1, predict the reactants needed to synthesize it. The reactants are: [F:1][CH:2]([F:26])[O:3][C:4]1[CH:5]=[CH:6][C:7]([N:17]2[CH:21]=[C:20]([C:22]([F:25])([F:24])[F:23])[N:19]=[N:18]2)=[C:8]([C:10]2[N:15]=[CH:14][N:13]=[C:12]([OH:16])[CH:11]=2)[CH:9]=1.N[C@@H:28]1[C:44]2[CH:45]=[C:40]([CH:41]=[CH:42][N:43]=2)[C:39]2[N:38]([CH:46]([F:48])[F:47])[N:37]=[CH:36][C:35]=2[NH:34][C:33](=[O:49])[C@H:32]([CH3:50])[CH2:31][CH2:30][CH2:29]1.CN(C(ON1N=NC2C=CC=NC1=2)=[N+](C)C)C.F[P-](F)(F)(F)(F)F.C1CCN2C(=NCCC2)CC1. (2) Given the product [Cl:23][CH:11]([C:6]1[CH:7]=[CH:8][C:9](=[O:10])[N:4]([CH:1]([CH3:3])[CH3:2])[N:5]=1)[C:12](=[O:19])[C:13]1[CH:14]=[CH:15][CH:16]=[CH:17][CH:18]=1, predict the reactants needed to synthesize it. The reactants are: [CH:1]([N:4]1[C:9](=[O:10])[CH:8]=[CH:7][C:6]([CH2:11][C:12](=[O:19])[C:13]2[CH:18]=[CH:17][CH:16]=[CH:15][CH:14]=2)=[N:5]1)([CH3:3])[CH3:2].S(Cl)([Cl:23])(=O)=O.O.CCOC(C)=O. (3) Given the product [C:33]([C:11]1[N:10]=[CH:9][C:8]([CH2:7][CH2:6][C:5]([OH:35])=[O:4])=[CH:13][C:12]=1[O:14][CH2:15][C@H:16]([OH:32])[CH2:17][NH:18][C:19]([CH3:30])([CH3:31])[CH2:20][CH:21]1[CH2:29][C:28]2[C:23](=[CH:24][CH:25]=[CH:26][CH:27]=2)[CH2:22]1)#[N:34], predict the reactants needed to synthesize it. The reactants are: Cl.C([O:4][C:5](=[O:35])[CH2:6][CH2:7][C:8]1[CH:9]=[N:10][C:11]([C:33]#[N:34])=[C:12]([O:14][CH2:15][C@H:16]([OH:32])[CH2:17][NH:18][C:19]([CH3:31])([CH3:30])[CH2:20][CH:21]2[CH2:29][C:28]3[C:23](=[CH:24][CH:25]=[CH:26][CH:27]=3)[CH2:22]2)[CH:13]=1)C.[OH-].[Na+]. (4) Given the product [CH3:1][N:2]([C:7]1[CH:12]=[CH:11][CH:10]=[CH:9][C:8]=1[CH2:13][CH2:14][C:15]1[C:16]2[N:17]([N:21]=[C:22]([NH:24][C:25]3[CH:30]=[CH:29][C:28]([N:31]4[CH2:36][CH2:35][N:34]([CH3:37])[CH2:33][CH2:32]4)=[CH:27][CH:26]=3)[N:23]=2)[CH:18]=[CH:19][CH:20]=1)[S:3]([CH3:6])(=[O:4])=[O:5], predict the reactants needed to synthesize it. The reactants are: [CH3:1][N:2]([C:7]1[CH:12]=[CH:11][CH:10]=[CH:9][C:8]=1[C:13]#[C:14][C:15]1[C:16]2[N:17]([N:21]=[C:22]([NH:24][C:25]3[CH:30]=[CH:29][C:28]([N:31]4[CH2:36][CH2:35][N:34]([CH3:37])[CH2:33][CH2:32]4)=[CH:27][CH:26]=3)[N:23]=2)[CH:18]=[CH:19][CH:20]=1)[S:3]([CH3:6])(=[O:5])=[O:4].C(OCC)(=O)C.